This data is from Catalyst prediction with 721,799 reactions and 888 catalyst types from USPTO. The task is: Predict which catalyst facilitates the given reaction. (1) Reactant: [N:1]1([CH2:6][CH2:7][CH2:8]O)[CH:5]=[CH:4][N:3]=[CH:2]1.[Br-:10].[Br-].C1(P(C2C=CC=CC=2)C2C=CC=CC=2)C=CC=CC=1. Product: [Br:10][CH2:8][CH2:7][CH2:6][N:1]1[CH:5]=[CH:4][N:3]=[CH:2]1. The catalyst class is: 2. (2) Reactant: [C:1]1([C:7]2[CH:15]=[CH:14][C:10]([C:11]([OH:13])=O)=[CH:9][N:8]=2)[CH:6]=[CH:5][CH:4]=[CH:3][CH:2]=1.C1C=CC2N(O)N=NC=2C=1.[CH3:26][C:27]1[CH:34]=[CH:33][CH:32]=[CH:31][C:28]=1[CH2:29][NH2:30].N=C=N. Product: [CH3:26][C:27]1[CH:34]=[CH:33][CH:32]=[CH:31][C:28]=1[CH2:29][NH:30][C:11](=[O:13])[C:10]1[CH:14]=[CH:15][C:7]([C:1]2[CH:2]=[CH:3][CH:4]=[CH:5][CH:6]=2)=[N:8][CH:9]=1. The catalyst class is: 3. (3) The catalyst class is: 1. Reactant: [CH3:1][O:2][C:3]1[C:8]([C:9]([NH2:11])=[O:10])=[C:7]([CH3:12])[N:6]=[C:5]([O:13][CH3:14])[CH:4]=1.[Li]CCCC.[CH2:20]([O:27][C:28]1[C:35]([CH3:36])=[CH:34][C:31]([C:32]#[N:33])=[CH:30][C:29]=1[CH3:37])[C:21]1[CH:26]=[CH:25][CH:24]=[CH:23][CH:22]=1. Product: [CH2:20]([O:27][C:28]1[C:35]([CH3:36])=[CH:34][C:31]([C:32]2[CH:12]=[C:7]3[C:8]([C:3]([O:2][CH3:1])=[CH:4][C:5]([O:13][CH3:14])=[N:6]3)=[C:9]([NH2:11])[N:33]=2)=[CH:30][C:29]=1[CH3:37])[C:21]1[CH:26]=[CH:25][CH:24]=[CH:23][CH:22]=1.[CH2:20]([O:27][C:28]1[C:29]([CH3:37])=[CH:30][C:31]([C:32]2[NH:11][C:9](=[O:10])[C:8]3[C:3]([O:2][CH3:1])=[CH:4][C:5]([O:13][CH3:14])=[N:6][C:7]=3[CH:12]=2)=[CH:34][C:35]=1[CH3:36])[C:21]1[CH:22]=[CH:23][CH:24]=[CH:25][CH:26]=1.